The task is: Predict the product of the given reaction.. This data is from Forward reaction prediction with 1.9M reactions from USPTO patents (1976-2016). (1) Given the reactants [CH2:1]1[CH2:35][O:34][C@:5]2([C@:22]3([CH3:23])[C@H:8]([C@H:9]4[C@H:19]([CH2:20][CH2:21]3)[C@:17]3([CH3:18])[C:12]([CH2:13][C@@H:14]([O:24][C:25](=[O:32])[C:26]5[CH:31]=[CH:30][CH:29]=[CH:28][CH:27]=5)[CH2:15][CH2:16]3)=[CH:11][C:10]4=[O:33])[CH2:7][CH2:6]2)[CH:3]([CH3:4])[O:2]1.N1C=CC=CC=1, predict the reaction product. The product is: [CH2:1]1[CH2:35][O:34][C@:5]2([C@:22]3([CH3:23])[C@H:8]([C@H:9]4[C@H:19]([CH2:20][CH2:21]3)[C@:17]3([CH3:18])[C@H:12]([CH2:13][C@@H:14]([O:24][C:25](=[O:32])[C:26]5[CH:27]=[CH:28][CH:29]=[CH:30][CH:31]=5)[CH2:15][CH2:16]3)[CH2:11][C:10]4=[O:33])[CH2:7][CH2:6]2)[CH:3]([CH3:4])[O:2]1. (2) The product is: [F:1][C:2]1[CH:3]=[CH:4][C:5]([C:8]2[CH:9]=[N:10][N:11]([CH3:15])[C:12]=2[CH:13]=[O:14])=[CH:6][CH:7]=1. Given the reactants [F:1][C:2]1[CH:7]=[CH:6][C:5]([C:8]2[CH:9]=[N:10][N:11]([CH3:15])[C:12]=2[CH2:13][OH:14])=[CH:4][CH:3]=1, predict the reaction product. (3) Given the reactants FC1C=C(F)C=CC=1NC1C=CC(C(C2C=C(N3C=C(CCO)N=N3)C=CC=2C)=O)=C(C)C=1.Br[C:35]1[CH:40]=[CH:39][C:38]([C:41]([C:43]2[CH:48]=[C:47]([N:49]3[CH:53]=[C:52]([CH2:54][CH2:55][OH:56])[N:51]=[N:50]3)[CH:46]=[CH:45][C:44]=2[CH3:57])=[O:42])=[C:37]([Cl:58])[CH:36]=1.[Cl:59][C:60]1[C:65]([Cl:66])=[CH:64][CH:63]=[CH:62][C:61]=1[NH2:67], predict the reaction product. The product is: [Cl:58][C:37]1[CH:36]=[C:35]([NH:67][C:61]2[CH:62]=[CH:63][CH:64]=[C:65]([Cl:66])[C:60]=2[Cl:59])[CH:40]=[CH:39][C:38]=1[C:41]([C:43]1[CH:48]=[C:47]([N:49]2[CH:53]=[C:52]([CH2:54][CH2:55][OH:56])[N:51]=[N:50]2)[CH:46]=[CH:45][C:44]=1[CH3:57])=[O:42]. (4) Given the reactants [C:1]([NH2:5])([CH3:4])([CH3:3])[CH3:2].[C:6]([O:10][CH2:11][CH3:12])(=[O:9])CO.C[O-].[Na+].C1N=CN(C(N2C=NC=C2)=[O:22])C=1, predict the reaction product. The product is: [C:1]([N:5]1[C:12](=[O:22])[CH2:11][O:10][C:6]1=[O:9])([CH3:4])([CH3:3])[CH3:2]. (5) Given the reactants [Cl:1][C:2]1[C:6]([Cl:7])=[C:5]([CH3:8])[NH:4][C:3]=1[C:9]([NH:11][CH:12]1[C:17]2([O:21][CH2:20][CH2:19][O:18]2)[CH2:16][NH:15][CH2:14][CH2:13]1)=[O:10].Br[C:23]1[S:24][C:25]([C:28]([O:30][CH3:31])=[O:29])=[CH:26][N:27]=1.CCN(C(C)C)C(C)C.O, predict the reaction product. The product is: [Cl:1][C:2]1[C:6]([Cl:7])=[C:5]([CH3:8])[NH:4][C:3]=1[C:9]([NH:11][CH:12]1[C:17]2([O:21][CH2:20][CH2:19][O:18]2)[CH2:16][N:15]([C:23]2[S:24][C:25]([C:28]([O:30][CH3:31])=[O:29])=[CH:26][N:27]=2)[CH2:14][CH2:13]1)=[O:10].